This data is from Merck oncology drug combination screen with 23,052 pairs across 39 cell lines. The task is: Regression. Given two drug SMILES strings and cell line genomic features, predict the synergy score measuring deviation from expected non-interaction effect. (1) Drug 1: CC1CC2C3CCC4=CC(=O)C=CC4(C)C3(F)C(O)CC2(C)C1(O)C(=O)CO. Drug 2: CNC(=O)c1cc(Oc2ccc(NC(=O)Nc3ccc(Cl)c(C(F)(F)F)c3)cc2)ccn1. Cell line: A427. Synergy scores: synergy=5.51. (2) Drug 1: O=c1[nH]cc(F)c(=O)[nH]1. Drug 2: C=CCn1c(=O)c2cnc(Nc3ccc(N4CCN(C)CC4)cc3)nc2n1-c1cccc(C(C)(C)O)n1. Cell line: LOVO. Synergy scores: synergy=-4.00. (3) Drug 1: CN(Cc1cnc2nc(N)nc(N)c2n1)c1ccc(C(=O)NC(CCC(=O)O)C(=O)O)cc1. Drug 2: CC1(c2nc3c(C(N)=O)cccc3[nH]2)CCCN1. Cell line: ZR751. Synergy scores: synergy=-12.0. (4) Drug 1: O=C(CCCCCCC(=O)Nc1ccccc1)NO. Drug 2: C#Cc1cccc(Nc2ncnc3cc(OCCOC)c(OCCOC)cc23)c1. Cell line: T47D. Synergy scores: synergy=16.9. (5) Drug 2: O=C(O)C1(Cc2cccc(Nc3nccs3)n2)CCC(Oc2cccc(Cl)c2F)CC1. Cell line: VCAP. Drug 1: N#Cc1ccc(Cn2cncc2CN2CCN(c3cccc(Cl)c3)C(=O)C2)cc1. Synergy scores: synergy=-5.50. (6) Drug 1: N#Cc1ccc(Cn2cncc2CN2CCN(c3cccc(Cl)c3)C(=O)C2)cc1. Drug 2: Cn1nnc2c(C(N)=O)ncn2c1=O. Cell line: UWB1289. Synergy scores: synergy=23.9. (7) Drug 1: COc1cc(C2c3cc4c(cc3C(OC3OC5COC(C)OC5C(O)C3O)C3COC(=O)C23)OCO4)cc(OC)c1O. Drug 2: Cn1nnc2c(C(N)=O)ncn2c1=O. Cell line: DLD1. Synergy scores: synergy=-4.82.